Dataset: NCI-60 drug combinations with 297,098 pairs across 59 cell lines. Task: Regression. Given two drug SMILES strings and cell line genomic features, predict the synergy score measuring deviation from expected non-interaction effect. (1) Drug 1: C1=CC(=CC=C1CCCC(=O)O)N(CCCl)CCCl. Drug 2: C1CN1P(=S)(N2CC2)N3CC3. Cell line: HS 578T. Synergy scores: CSS=10.0, Synergy_ZIP=-6.92, Synergy_Bliss=-5.81, Synergy_Loewe=-2.83, Synergy_HSA=-2.07. (2) Drug 1: CC12CCC3C(C1CCC2=O)CC(=C)C4=CC(=O)C=CC34C. Drug 2: C1C(C(OC1N2C=NC3=C(N=C(N=C32)Cl)N)CO)O. Cell line: OVCAR-4. Synergy scores: CSS=38.8, Synergy_ZIP=2.27, Synergy_Bliss=0.408, Synergy_Loewe=-1.69, Synergy_HSA=-1.84. (3) Drug 1: CC12CCC3C(C1CCC2=O)CC(=C)C4=CC(=O)C=CC34C. Drug 2: CC(C)NC(=O)C1=CC=C(C=C1)CNNC.Cl. Cell line: MDA-MB-231. Synergy scores: CSS=61.0, Synergy_ZIP=0.532, Synergy_Bliss=2.84, Synergy_Loewe=1.63, Synergy_HSA=1.50. (4) Drug 1: CCC1(CC2CC(C3=C(CCN(C2)C1)C4=CC=CC=C4N3)(C5=C(C=C6C(=C5)C78CCN9C7C(C=CC9)(C(C(C8N6C=O)(C(=O)OC)O)OC(=O)C)CC)OC)C(=O)OC)O.OS(=O)(=O)O. Drug 2: CC(C)CN1C=NC2=C1C3=CC=CC=C3N=C2N. Cell line: NCI-H522. Synergy scores: CSS=36.1, Synergy_ZIP=-1.24, Synergy_Bliss=-2.63, Synergy_Loewe=-17.6, Synergy_HSA=-3.02. (5) Drug 1: CC1=C(N=C(N=C1N)C(CC(=O)N)NCC(C(=O)N)N)C(=O)NC(C(C2=CN=CN2)OC3C(C(C(C(O3)CO)O)O)OC4C(C(C(C(O4)CO)O)OC(=O)N)O)C(=O)NC(C)C(C(C)C(=O)NC(C(C)O)C(=O)NCCC5=NC(=CS5)C6=NC(=CS6)C(=O)NCCC[S+](C)C)O. Drug 2: C1CN(CCN1C(=O)CCBr)C(=O)CCBr. Cell line: HOP-62. Synergy scores: CSS=65.6, Synergy_ZIP=-5.02, Synergy_Bliss=-4.99, Synergy_Loewe=-17.0, Synergy_HSA=0.917. (6) Cell line: A498. Drug 1: C1=CC(=C2C(=C1NCCNCCO)C(=O)C3=C(C=CC(=C3C2=O)O)O)NCCNCCO. Drug 2: C1CN(P(=O)(OC1)NCCCl)CCCl. Synergy scores: CSS=32.8, Synergy_ZIP=2.71, Synergy_Bliss=3.21, Synergy_Loewe=-26.6, Synergy_HSA=2.54. (7) Drug 1: CCCS(=O)(=O)NC1=C(C(=C(C=C1)F)C(=O)C2=CNC3=C2C=C(C=N3)C4=CC=C(C=C4)Cl)F. Drug 2: C1CCC(C(C1)N)N.C(=O)(C(=O)[O-])[O-].[Pt+4]. Cell line: KM12. Synergy scores: CSS=4.09, Synergy_ZIP=-2.32, Synergy_Bliss=-1.23, Synergy_Loewe=-7.12, Synergy_HSA=-4.22. (8) Drug 1: CNC(=O)C1=CC=CC=C1SC2=CC3=C(C=C2)C(=NN3)C=CC4=CC=CC=N4. Drug 2: C1CC(C1)(C(=O)O)C(=O)O.[NH2-].[NH2-].[Pt+2]. Cell line: OVCAR-5. Synergy scores: CSS=16.1, Synergy_ZIP=-3.18, Synergy_Bliss=3.34, Synergy_Loewe=1.97, Synergy_HSA=2.02. (9) Drug 1: CC1=C(C(CCC1)(C)C)C=CC(=CC=CC(=CC(=O)O)C)C. Drug 2: C(CN)CNCCSP(=O)(O)O. Cell line: EKVX. Synergy scores: CSS=13.2, Synergy_ZIP=-0.946, Synergy_Bliss=-1.83, Synergy_Loewe=-5.10, Synergy_HSA=-2.24.